Dataset: Forward reaction prediction with 1.9M reactions from USPTO patents (1976-2016). Task: Predict the product of the given reaction. (1) Given the reactants [CH3:1][O:2][C:3]1[CH:10]=[CH:9][C:6]([CH:7]=O)=[CH:5][CH:4]=1.[C:11]([OH:23])(=[O:22])[CH2:12][NH:13][C:14]([C:16]1[CH:21]=[CH:20][CH:19]=[CH:18][CH:17]=1)=O.C([O-])(=O)C.[Na+].C(OC(=O)C)(=O)C, predict the reaction product. The product is: [CH3:1][O:2][C:3]1[CH:10]=[CH:9][C:6]([CH:7]=[C:12]2[C:11](=[O:22])[O:23][C:14]([C:16]3[CH:17]=[CH:18][CH:19]=[CH:20][CH:21]=3)=[N:13]2)=[CH:5][CH:4]=1. (2) Given the reactants [C:1]([O:5][C:6]([N:8]1[CH2:13][CH2:12][CH:11]([N:14]2[C:18]3=[N:19][CH:20]=[N:21][C:22](Cl)=[C:17]3[CH:16]=[N:15]2)[CH2:10][CH2:9]1)=[O:7])([CH3:4])([CH3:3])[CH3:2].[F:24][C:25]([F:35])([F:34])[O:26][C:27]1[CH:32]=[CH:31][C:30]([OH:33])=[CH:29][CH:28]=1.C(=O)([O-])[O-].[K+].[K+], predict the reaction product. The product is: [C:1]([O:5][C:6]([N:8]1[CH2:13][CH2:12][CH:11]([N:14]2[C:18]3=[N:19][CH:20]=[N:21][C:22]([O:33][C:30]4[CH:31]=[CH:32][C:27]([O:26][C:25]([F:24])([F:34])[F:35])=[CH:28][CH:29]=4)=[C:17]3[CH:16]=[N:15]2)[CH2:10][CH2:9]1)=[O:7])([CH3:4])([CH3:3])[CH3:2]. (3) Given the reactants [CH2:1]([O:3][C:4](=[CH:10][C:11]1[CH:16]=[CH:15][C:14]([N+:17]([O-:19])=[O:18])=[CH:13][CH:12]=1)[C:5]([O:7]CC)=[O:6])[CH3:2].CN(C=O)C.[OH-].[Na+].Cl, predict the reaction product. The product is: [CH2:1]([O:3][C:4](=[CH:10][C:11]1[CH:12]=[CH:13][C:14]([N+:17]([O-:19])=[O:18])=[CH:15][CH:16]=1)[C:5]([OH:7])=[O:6])[CH3:2]. (4) The product is: [Cl:1][C:2]1[CH:7]=[CH:6][CH:5]=[C:4]([O:8][CH3:9])[C:3]=1[CH:10]1[C:16](=[O:18])[CH:15]2[CH2:19][CH:12]([CH2:13][CH2:14]2)[C:11]1=[O:17]. Given the reactants [Cl:1][C:2]1[CH:7]=[CH:6][CH:5]=[C:4]([O:8][CH3:9])[C:3]=1/[CH:10]=[C:11]1/[CH:12]2[CH2:19][CH:15]([C:16](=[O:18])[O:17]/1)[CH2:14][CH2:13]2.CS(O)(=O)=O.O=P12OP3(OP(OP(O3)(O1)=O)(=O)O2)=O, predict the reaction product. (5) Given the reactants Br[CH2:2][CH2:3][CH2:4][CH2:5][O:6][C:7]1[CH:16]=[C:15]2[C:10]([CH2:11][CH2:12][C:13](=[O:17])[NH:14]2)=[CH:9][CH:8]=1.Cl.[Cl:19][C:20]1[C:25]([Cl:26])=[CH:24][CH:23]=[CH:22][C:21]=1[N:27]1[CH2:32][CH2:31][NH:30][CH2:29][CH2:28]1.C([O-])([O-])=O.[Na+].[Na+].O, predict the reaction product. The product is: [CH:23]1[CH:22]=[C:21]([N:27]2[CH2:32][CH2:31][N:30]([CH2:2][CH2:3][CH2:4][CH2:5][O:6][C:7]3[CH:8]=[CH:9][C:10]4[CH2:11][CH2:12][C:13](=[O:17])[NH:14][C:15]=4[CH:16]=3)[CH2:29][CH2:28]2)[C:20]([Cl:19])=[C:25]([Cl:26])[CH:24]=1. (6) Given the reactants C[C:2]1[CH:6]=[C:5]([CH3:7])[NH:4][C:3]=1[CH:8]=[O:9].[CH2:10]1[CH2:14]O[CH2:12][CH2:11]1, predict the reaction product. The product is: [N:4]1([CH2:3][CH2:2][CH:6]2[CH2:5][CH2:7][CH2:7][C:5]3[NH:4][C:3]([CH:8]=[O:9])=[CH:2][C:6]2=3)[CH2:14][CH2:10][CH2:11][CH2:12]1. (7) Given the reactants [CH2:1]([O:5][C:6]([C:8]1[N:9]=[C:10](O)[C:11]2[C:16]([C:17]=1[OH:18])=[CH:15][C:14]([O:19][C:20]1[CH:34]=[CH:33][C:23]3[N:24]=[C:25]([N:27]4[CH2:32][CH2:31][O:30][CH2:29][CH2:28]4)[S:26][C:22]=3[CH:21]=1)=[CH:13][CH:12]=2)=[O:7])[CH2:2][CH2:3][CH3:4].C(OC(C1N=C(O)C2C(C=1O)=CC=C(OC1C=CC3N=C(N4CCOCC4)SC=3C=1)C=2)=O)CCC.P(Cl)(Cl)([Cl:73])=O.C(=O)(O)[O-].[Na+], predict the reaction product. The product is: [CH2:1]([O:5][C:6]([C:8]1[N:9]=[C:10]([Cl:73])[C:11]2[C:16]([C:17]=1[OH:18])=[CH:15][C:14]([O:19][C:20]1[CH:34]=[CH:33][C:23]3[N:24]=[C:25]([N:27]4[CH2:32][CH2:31][O:30][CH2:29][CH2:28]4)[S:26][C:22]=3[CH:21]=1)=[CH:13][CH:12]=2)=[O:7])[CH2:2][CH2:3][CH3:4].